From a dataset of Peptide-MHC class II binding affinity with 134,281 pairs from IEDB. Regression. Given a peptide amino acid sequence and an MHC pseudo amino acid sequence, predict their binding affinity value. This is MHC class II binding data. (1) The peptide sequence is GELQIVDKIDASFKI. The MHC is DRB1_1501 with pseudo-sequence DRB1_1501. The binding affinity (normalized) is 0.645. (2) The peptide sequence is EKKRFAATQFEPLAA. The MHC is HLA-DQA10401-DQB10402 with pseudo-sequence HLA-DQA10401-DQB10402. The binding affinity (normalized) is 0.542. (3) The peptide sequence is KEAFHGLDVKFHTQA. The MHC is DRB1_0701 with pseudo-sequence DRB1_0701. The binding affinity (normalized) is 0.400.